From a dataset of Peptide-MHC class I binding affinity with 185,985 pairs from IEDB/IMGT. Regression. Given a peptide amino acid sequence and an MHC pseudo amino acid sequence, predict their binding affinity value. This is MHC class I binding data. (1) The peptide sequence is TLLVWHTWQK. The MHC is HLA-A03:01 with pseudo-sequence HLA-A03:01. The binding affinity (normalized) is 0.647. (2) The peptide sequence is FLSHNFTLV. The MHC is HLA-A26:01 with pseudo-sequence HLA-A26:01. The binding affinity (normalized) is 0.162. (3) The peptide sequence is SGPSNTYPEI. The MHC is HLA-B15:03 with pseudo-sequence HLA-B15:03. The binding affinity (normalized) is 0.129. (4) The peptide sequence is TRDHVNLVL. The MHC is HLA-B07:02 with pseudo-sequence HLA-B07:02. The binding affinity (normalized) is 0.0847.